Dataset: HIV replication inhibition screening data with 41,000+ compounds from the AIDS Antiviral Screen. Task: Binary Classification. Given a drug SMILES string, predict its activity (active/inactive) in a high-throughput screening assay against a specified biological target. (1) The drug is Cc1cccc2c1c(=O)c1c(O)cc(O)cc1n2C. The result is 0 (inactive). (2) The compound is O=C1CN(c2ccccc2)C(=O)C1C(=O)Nc1ccc(Cl)c(Cl)c1. The result is 0 (inactive). (3) The result is 0 (inactive). The molecule is O=C(CC(=O)C1CCOC1=O)C(=O)Nc1ccc(Cl)cc1Cl. (4) The molecule is CC1CCC(O)C(C(O)CC2CC(=O)NC(=O)C2)C1. The result is 0 (inactive).